From a dataset of Full USPTO retrosynthesis dataset with 1.9M reactions from patents (1976-2016). Predict the reactants needed to synthesize the given product. (1) Given the product [C:14]([C:12]1[N:13]=[C:8]([C:6]([NH:29][CH2:30][C:31]([OH:33])=[O:32])=[O:7])[C:9]([OH:23])=[C:10]2[CH:22]=[CH:21][S:20][C:11]=12)#[CH:15], predict the reactants needed to synthesize it. The reactants are: C(O[C:6]([C:8]1[C:9]([OH:23])=[C:10]2[CH:22]=[CH:21][S:20][C:11]2=[C:12]([C:14]#[C:15][Si](C)(C)C)[N:13]=1)=[O:7])CCC.C[O-].[Na+].CO.[NH2:29][CH2:30][C:31]([OH:33])=[O:32]. (2) Given the product [Cl:33][C:30]1[CH:31]=[CH:32][C:27]([NH:26][C:15]2[C:14]3[C:9](=[O:8])[NH:10][CH:11]=[CH:12][C:13]=3[N:17]([C@@H:18]3[C@@H:23]([C:24]#[N:25])[CH2:22][CH2:21][O:20][CH2:19]3)[N:16]=2)=[CH:28][C:29]=1[S:34][CH3:35], predict the reactants needed to synthesize it. The reactants are: C([O:8][C:9]1[C:14]2[C:15]([NH:26][C:27]3[CH:32]=[CH:31][C:30]([Cl:33])=[C:29]([S:34][CH3:35])[CH:28]=3)=[N:16][N:17]([C@@H:18]3[C@@H:23]([C:24]#[N:25])[CH2:22][CH2:21][O:20][CH2:19]3)[C:13]=2[CH:12]=[CH:11][N:10]=1)C1C=CC=CC=1.C(Cl)Cl.C(O)(C(F)(F)F)=O.